From a dataset of Reaction yield outcomes from USPTO patents with 853,638 reactions. Predict the reaction yield, written as a fraction of the theoretical maximum amount of product (1.0 means a 100% yield; for example, 0.34 means a 34% yield). (1) The reactants are [NH:1]1[CH2:6][CH2:5][CH2:4][CH:3]([CH2:7][OH:8])[CH2:2]1.[OH-].[Na+].[CH3:11][CH:12]([CH3:17])[CH2:13][C:14](Cl)=[O:15]. The catalyst is O.C1COCC1.CCOCC. The product is [OH:8][CH2:7][CH:3]1[CH2:4][CH2:5][CH2:6][N:1]([C:14](=[O:15])[CH2:13][CH:12]([CH3:17])[CH3:11])[CH2:2]1. The yield is 0.940. (2) The reactants are [N+](C1C=CC=CC=1[C:10]1[S:14][C:13]([NH:15][C:16]([NH2:18])=[NH:17])=[N:12][CH:11]=1)([O-])=O.BrCC([C:23]1[CH:28]=[CH:27][C:26]([N:29]2[CH2:33][CH2:32][CH2:31][CH2:30]2)=[CH:25][CH:24]=1)=O. The catalyst is C(O)C. The product is [N:29]1([C:26]2[CH:27]=[CH:28][C:23]([C:11]3[N:12]=[C:13]([NH:15][C:16]([NH2:18])=[NH:17])[S:14][CH:10]=3)=[CH:24][CH:25]=2)[CH2:33][CH2:32][CH2:31][CH2:30]1. The yield is 0.470. (3) The reactants are [F:1][C:2]([F:27])([F:26])[C:3]1[CH:4]=[C:5]([NH:9][C:10](=[O:25])[CH2:11][C:12]([NH:14][C:15]2[CH:20]=[CH:19][CH:18]=[C:17]([C:21]([F:24])([F:23])[F:22])[CH:16]=2)=[O:13])[CH:6]=[CH:7][CH:8]=1.[CH:28]([C:31]1[CH:38]=[CH:37][C:34]([CH:35]=O)=[CH:33][CH:32]=1)([CH3:30])[CH3:29].N1CCCCC1.C(O)(=O)C. The catalyst is C1COCC1. The product is [F:1][C:2]([F:26])([F:27])[C:3]1[CH:4]=[C:5]([NH:9][C:10](=[O:25])[C:11](=[CH:35][C:34]2[CH:37]=[CH:38][C:31]([CH:28]([CH3:30])[CH3:29])=[CH:32][CH:33]=2)[C:12]([NH:14][C:15]2[CH:20]=[CH:19][CH:18]=[C:17]([C:21]([F:24])([F:23])[F:22])[CH:16]=2)=[O:13])[CH:6]=[CH:7][CH:8]=1. The yield is 0.280. (4) The reactants are C([O:3][C:4](=[O:19])[C:5]1[CH:10]=[C:9]([C:11]([CH3:14])([CH3:13])[CH3:12])[N:8]=C(C#N)[C:6]=1[O:17][CH3:18])C.[OH-:20].[Na+].[CH2:22]([OH:24])[CH3:23]. No catalyst specified. The product is [C:11]([C:9]1[N:8]=[C:23]([C:22]([OH:20])=[O:24])[C:6]([O:17][CH3:18])=[C:5]([C:4]([OH:3])=[O:19])[CH:10]=1)([CH3:14])([CH3:13])[CH3:12]. The yield is 0.680. (5) The reactants are [NH2:1][C:2]1[CH:7]=[CH:6][C:5]([C:8]2[CH:13]=[CH:12][C:11]([C:14](=[O:26])[CH2:15][CH:16]([CH2:21][CH2:22][N:23]([CH3:25])[CH3:24])[C:17]([O:19]C)=[O:18])=[CH:10][CH:9]=2)=[CH:4][CH:3]=1.Cl[C:28]1[S:29][C:30]2[CH:36]=[C:35]([Cl:37])[CH:34]=[CH:33][C:31]=2[N:32]=1.S1C2C=CC=CC=2N=C1NC1C=CC(C2C=CC(C(=O)CC(C)(C)C(O)=O)=CC=2)=CC=1.FC(F)(F)C([O-])=O. No catalyst specified. The product is [Cl:37][C:35]1[CH:34]=[CH:33][C:31]2[N:32]=[C:28]([NH:1][C:2]3[CH:7]=[CH:6][C:5]([C:8]4[CH:13]=[CH:12][C:11]([C:14](=[O:26])[CH2:15][CH:16]([CH2:21][CH2:22][N:23]([CH3:24])[CH3:25])[C:17]([OH:19])=[O:18])=[CH:10][CH:9]=4)=[CH:4][CH:3]=3)[S:29][C:30]=2[CH:36]=1. The yield is 0.130.